Dataset: Peptide-MHC class I binding affinity with 185,985 pairs from IEDB/IMGT. Task: Regression. Given a peptide amino acid sequence and an MHC pseudo amino acid sequence, predict their binding affinity value. This is MHC class I binding data. (1) The peptide sequence is RKQQISALF. The MHC is HLA-A24:02 with pseudo-sequence HLA-A24:02. The binding affinity (normalized) is 0.325. (2) The peptide sequence is ELRGLLKDV. The MHC is HLA-A02:03 with pseudo-sequence HLA-A02:03. The binding affinity (normalized) is 0.625.